This data is from Forward reaction prediction with 1.9M reactions from USPTO patents (1976-2016). The task is: Predict the product of the given reaction. (1) Given the reactants [C:1]([C:3]1[CH:8]=[CH:7][C:6]([N:9]([CH2:16][C:17]([F:20])([F:19])[F:18])[C@H:10]([C:12]([O:14]C)=[O:13])[CH3:11])=[CH:5][C:4]=1[C:21]([F:24])([F:23])[F:22])#[N:2].[OH-].[Na+].Cl, predict the reaction product. The product is: [C:1]([C:3]1[CH:8]=[CH:7][C:6]([N:9]([CH2:16][C:17]([F:18])([F:19])[F:20])[C@H:10]([C:12]([OH:14])=[O:13])[CH3:11])=[CH:5][C:4]=1[C:21]([F:22])([F:24])[F:23])#[N:2]. (2) Given the reactants [C:1]1([C:7]2[C:16]([NH:17][C@@H:18]([C:20]3[CH:25]=[CH:24][CH:23]=[CH:22][CH:21]=3)[CH3:19])=[N:15][C:14]3[C:9](=[CH:10][CH:11]=[C:12]([C:26]([O:28]C)=[O:27])[CH:13]=3)[N:8]=2)[CH:6]=[CH:5][CH:4]=[CH:3][CH:2]=1.[H-].[Na+].[CH3:32]I.Cl, predict the reaction product. The product is: [CH3:32][N:17]([C@@H:18]([C:20]1[CH:25]=[CH:24][CH:23]=[CH:22][CH:21]=1)[CH3:19])[C:16]1[C:7]([C:1]2[CH:2]=[CH:3][CH:4]=[CH:5][CH:6]=2)=[N:8][C:9]2[C:14]([N:15]=1)=[CH:13][C:12]([C:26]([OH:28])=[O:27])=[CH:11][CH:10]=2. (3) The product is: [CH:1]1([NH:4][C:5](=[O:36])[NH:6][C:7]2[CH:12]=[CH:11][C:10]([C:13]3[N:14]=[C:15]([N:29]4[CH2:30][CH2:31][O:32][CH2:33][C@@H:34]4[CH3:38])[C:16]4[CH2:21][N:20]([C:22]([O:24][C:25]([CH3:27])([CH3:28])[CH3:26])=[O:23])[CH2:19][C:17]=4[N:18]=3)=[C:9]([F:35])[CH:8]=2)[CH2:2][CH2:3]1. Given the reactants [CH:1]1([NH:4][C:5](=[O:36])[NH:6][C:7]2[CH:12]=[CH:11][C:10]([C:13]3[N:14]=[C:15]([N:29]4[CH2:34][CH2:33][O:32][CH2:31][CH2:30]4)[C:16]4[CH2:21][N:20]([C:22]([O:24][C:25]([CH3:28])([CH3:27])[CH3:26])=[O:23])[CH2:19][C:17]=4[N:18]=3)=[C:9]([F:35])[CH:8]=2)[CH2:3][CH2:2]1.Cl[C:38]1N=C(N2CCOC[C@@H]2C)C2CN(C(OC(C)(C)C)=O)CC=2N=1, predict the reaction product. (4) Given the reactants [NH2:1][C@H:2](C(O)=O)[CH2:3][CH:4]([CH3:6])C.[Cl:10][C:11]([C:24]1[CH:29]=[CH:28][CH:27]=[CH:26][CH:25]=1)(C1C=CC=CC=1)C1C=CC=CC=1.[CH3:79][CH2:78][CH2:77][CH2:76][CH2:75][CH2:74][CH2:73][CH2:72][CH2:71][CH2:70][CH2:69][CH2:68][CH2:67]CCC(OC[C@@H](OC(CC[CH2:67][CH2:68][CH2:69][CH2:70][CH2:71][CH2:72][CH2:73][CH2:74][CH2:75][CH2:76][CH2:77][CH2:78][CH3:79])=O)COP(OCC[N+](C)(C)C)([O-])=O)=O.CCCCCCCCCCCCCCCCC[C:97]([O:99]C[C@@H](OC(CCCCCCCCCCCCCCCCC)=O)COP(OCC[N+](C)(C)C)([O-])=O)=[O:98].[OH2:134], predict the reaction product. The product is: [CH:77]1[CH:78]=[CH:79][C:74]([C:73]([OH:134])([C:97]([O:99][C@@H:28]2[CH2:29][C@H:24]3[N+:1]4([CH2:2][CH2:3][CH2:4][CH2:6]4)[C@H:26]([CH2:25][CH2:11]3)[CH2:27]2)=[O:98])[C:72]2[CH:71]=[CH:70][CH:69]=[CH:68][CH:67]=2)=[CH:75][CH:76]=1.[Cl-:10].